Predict which catalyst facilitates the given reaction. From a dataset of Catalyst prediction with 721,799 reactions and 888 catalyst types from USPTO. (1) Reactant: [OH-].[K+].[CH3:3][O:4][C:5]1[CH:6]=[C:7](/[CH:13]=[CH:14]\[C:15]2[CH:16]=[C:17]3[C:21](=[CH:22][CH:23]=2)[NH:20][CH:19]=[CH:18]3)[CH:8]=[C:9]([O:11][CH3:12])[CH:10]=1.I[CH3:25]. Product: [CH3:3][O:4][C:5]1[CH:6]=[C:7](/[CH:13]=[CH:14]\[C:15]2[CH:16]=[C:17]3[C:21](=[CH:22][CH:23]=2)[N:20]([CH3:25])[CH:19]=[CH:18]3)[CH:8]=[C:9]([O:11][CH3:12])[CH:10]=1. The catalyst class is: 16. (2) Reactant: [C:1]([N:5]1[C:9]([CH3:10])=[C:8]([C:11]([OH:13])=O)[CH:7]=[N:6]1)([CH3:4])([CH3:3])[CH3:2].C(Cl)(=O)C([Cl:17])=O.CN(C)C=O. Product: [C:1]([N:5]1[C:9]([CH3:10])=[C:8]([C:11]([Cl:17])=[O:13])[CH:7]=[N:6]1)([CH3:4])([CH3:3])[CH3:2]. The catalyst class is: 7.